From a dataset of Forward reaction prediction with 1.9M reactions from USPTO patents (1976-2016). Predict the product of the given reaction. (1) Given the reactants [CH2:1]([O:3][C:4](=[O:36])[CH2:5][C:6]1([NH:21][S:22]([C:25]2[CH:30]=[CH:29][C:28]([CH2:31][CH2:32][CH2:33][CH2:34][CH3:35])=[CH:27][CH:26]=2)(=[O:24])=[O:23])[CH2:10][CH2:9][N:8](C(OCC2C=CC=CC=2)=O)[CH2:7]1)[CH3:2], predict the reaction product. The product is: [CH2:31]([C:28]1[CH:29]=[CH:30][C:25]([S:22]([NH:21][C:6]2([CH2:5][C:4]([O:3][CH2:1][CH3:2])=[O:36])[CH2:10][CH2:9][NH:8][CH2:7]2)(=[O:23])=[O:24])=[CH:26][CH:27]=1)[CH2:32][CH2:33][CH2:34][CH3:35]. (2) Given the reactants C(OC(=O)[NH:6][C:7]1[CH:12]=[CH:11][CH:10]=[C:9]([C:13]2[N:14]=[C:15]([CH3:36])[S:16][C:17]=2[C:18]2[CH:23]=[CH:22][N:21]=[C:20]([NH:24][C:25]3[CH:34]=[C:33]4[C:28]([CH2:29][CH2:30][N:31]([CH3:35])[CH2:32]4)=[CH:27][CH:26]=3)[N:19]=2)[CH:8]=1)C=C.C([SnH](CCCC)CCCC)CCC.O, predict the reaction product. The product is: [NH2:6][C:7]1[CH:8]=[C:9]([C:13]2[N:14]=[C:15]([CH3:36])[S:16][C:17]=2[C:18]2[CH:23]=[CH:22][N:21]=[C:20]([NH:24][C:25]3[CH:34]=[C:33]4[C:28]([CH2:29][CH2:30][N:31]([CH3:35])[CH2:32]4)=[CH:27][CH:26]=3)[N:19]=2)[CH:10]=[CH:11][CH:12]=1.